From a dataset of Forward reaction prediction with 1.9M reactions from USPTO patents (1976-2016). Predict the product of the given reaction. (1) Given the reactants Br[C:2]1[C:7](=[O:8])[N:6]([CH2:9][C:10]2[CH:15]=[CH:14][C:13]([C:16]3[C:17]([C:22]#[N:23])=[CH:18][CH:19]=[CH:20][CH:21]=3)=[CH:12][CH:11]=2)[C:5]([CH2:24][CH2:25][CH3:26])=[N:4][C:3]=1[CH3:27].[NH:28]1[C:36]2[C:31](=[CH:32][C:33](B(O)O)=[CH:34][CH:35]=2)[CH:30]=[CH:29]1.C(=O)([O-])[O-].[Cs+].[Cs+].O1CCOCC1, predict the reaction product. The product is: [NH:28]1[C:36]2[C:31](=[CH:32][C:33]([C:2]3[C:7](=[O:8])[N:6]([CH2:9][C:10]4[CH:15]=[CH:14][C:13]([C:16]5[C:17]([C:22]#[N:23])=[CH:18][CH:19]=[CH:20][CH:21]=5)=[CH:12][CH:11]=4)[C:5]([CH2:24][CH2:25][CH3:26])=[N:4][C:3]=3[CH3:27])=[CH:34][CH:35]=2)[CH:30]=[CH:29]1. (2) Given the reactants [N:1]1([CH2:6][CH2:7][CH2:8][CH2:9][C:10]2[CH:15]=[CH:14][C:13]([OH:16])=[CH:12][CH:11]=2)[CH:5]=[CH:4][N:3]=[N:2]1.C(=O)([O-])[O-].[Cs+].[Cs+].Cl[CH2:24][C:25]1[N:26]=[C:27]([CH:30]=[CH:31][C:32]2[CH:37]=[CH:36][C:35]([S:38]([C:40]([F:43])([F:42])[F:41])=[O:39])=[CH:34][CH:33]=2)[O:28][CH:29]=1.[I-].[K+], predict the reaction product. The product is: [F:43][C:40]([F:41])([F:42])[S:38]([C:35]1[CH:36]=[CH:37][C:32](/[CH:31]=[CH:30]/[C:27]2[O:28][CH:29]=[C:25]([CH2:24][O:16][C:13]3[CH:12]=[CH:11][C:10]([CH2:9][CH2:8][CH2:7][CH2:6][N:1]4[CH:5]=[CH:4][N:3]=[N:2]4)=[CH:15][CH:14]=3)[N:26]=2)=[CH:33][CH:34]=1)=[O:39]. (3) Given the reactants [OH:1][CH:2]1[CH:8]([NH:9][C:10](=[O:38])[C@H:11]([CH2:34][CH:35]([CH3:37])[CH3:36])[NH:12][C@@H:13]([C:18]2[CH:23]=[CH:22][C:21]([C:24]3[CH:29]=[CH:28][C:27]([S:30]([CH3:33])(=[O:32])=[O:31])=[CH:26][CH:25]=3)=[CH:20][CH:19]=2)[C:14]([F:17])([F:16])[F:15])[CH2:7][CH2:6][CH2:5][NH:4][CH2:3]1.C(N(CC)CC)C.[N:46]1[CH:51]=[CH:50][CH:49]=[CH:48][C:47]=1[S:52](Cl)(=[O:54])=[O:53], predict the reaction product. The product is: [OH:1][CH:2]1[CH:8]([NH:9][C:10](=[O:38])[C@H:11]([CH2:34][CH:35]([CH3:36])[CH3:37])[NH:12][C@@H:13]([C:18]2[CH:23]=[CH:22][C:21]([C:24]3[CH:29]=[CH:28][C:27]([S:30]([CH3:33])(=[O:31])=[O:32])=[CH:26][CH:25]=3)=[CH:20][CH:19]=2)[C:14]([F:15])([F:17])[F:16])[CH2:7][CH2:6][CH2:5][N:4]([S:52]([C:47]2[CH:48]=[CH:49][CH:50]=[CH:51][N:46]=2)(=[O:54])=[O:53])[CH2:3]1. (4) Given the reactants NCCOCCOCC[O:10][CH2:11][CH2:12][NH:13][C:14]([CH2:16][CH2:17][C@H:18]([NH:26][C:27]([C:29]1[CH:34]=[CH:33][C:32]([N:35](C(OCC2C=CC=CC=2)=O)[CH3:36])=[CH:31][CH:30]=1)=[O:28])[C:19]([O:21][C:22]([CH3:25])([CH3:24])[CH3:23])=[O:20])=[O:15].NCCO[CH2:51][CH2:52][O:53][CH2:54][CH2:55][O:56][CH2:57][CH2:58][O:59][CH2:60][CH2:61][O:62][CH2:63][CH2:64][N:65]=[N+]=[N-], predict the reaction product. The product is: [NH2:65][CH2:64][CH2:63][O:62][CH2:61][CH2:60][O:59][CH2:58][CH2:57][O:56][CH2:55][CH2:54][O:53][CH2:52][CH2:51][O:10][CH2:11][CH2:12][NH:13][C:14]([CH2:16][CH2:17][C@H:18]([NH:26][C:27]([C:29]1[CH:34]=[CH:33][C:32]([NH:35][CH3:36])=[CH:31][CH:30]=1)=[O:28])[C:19]([O:21][C:22]([CH3:25])([CH3:24])[CH3:23])=[O:20])=[O:15].